Dataset: Cav3 T-type calcium channel HTS with 100,875 compounds. Task: Binary Classification. Given a drug SMILES string, predict its activity (active/inactive) in a high-throughput screening assay against a specified biological target. (1) The drug is FC(F)(F)c1nc2c(c(Oc3ccc(OC)cc3)n1)cccc2. The result is 0 (inactive). (2) The result is 0 (inactive). The drug is S(CC(=O)c1ccc(OC)cc1)c1[nH]c(=O)ccn1. (3) The compound is o1c2CC(CC(=O)c2c(=O)c(c1C)C)c1ccccc1. The result is 0 (inactive).